Dataset: Reaction yield outcomes from USPTO patents with 853,638 reactions. Task: Predict the reaction yield, written as a fraction of the theoretical maximum amount of product (1.0 means a 100% yield; for example, 0.34 means a 34% yield). (1) The reactants are FC(F)(F)C1C=C(NC(=O)NC2C=CC(C3SC(CCC(OC)=O)=NC=3)=CC=2)C=CC=1.[NH2:32][C:33]1[CH:38]=[CH:37][C:36]([C:39]2[S:43][C:42]([CH:44]3[CH2:49][CH2:48][CH:47]([C:50]([O:52][CH3:53])=[O:51])[CH2:46][CH2:45]3)=[N:41][CH:40]=2)=[CH:35][CH:34]=1.[Cl:54][C:55]1[CH:60]=[CH:59][CH:58]=[CH:57][C:56]=1[N:61]=[C:62]=[O:63]. No catalyst specified. The product is [Cl:54][C:55]1[CH:60]=[CH:59][CH:58]=[CH:57][C:56]=1[NH:61][C:62](=[O:63])[NH:32][C:33]1[CH:34]=[CH:35][C:36]([C:39]2[S:43][C:42]([CH:44]3[CH2:45][CH2:46][CH:47]([C:50]([O:52][CH3:53])=[O:51])[CH2:48][CH2:49]3)=[N:41][CH:40]=2)=[CH:37][CH:38]=1. The yield is 0.830. (2) The catalyst is C(O)C.[Pd]. The reactants are [CH3:1][O:2][C:3](=[O:20])[C:4]1[CH:9]=[C:8]([N+:10]([O-])=O)[CH:7]=[CH:6][C:5]=1[O:13][C:14]1[CH:19]=[CH:18][CH:17]=[CH:16][CH:15]=1. The yield is 0.940. The product is [CH3:1][O:2][C:3](=[O:20])[C:4]1[CH:9]=[C:8]([NH2:10])[CH:7]=[CH:6][C:5]=1[O:13][C:14]1[CH:15]=[CH:16][CH:17]=[CH:18][CH:19]=1. (3) The reactants are [CH2:1]([O:3][CH:4]([CH3:7])[CH2:5][NH2:6])[CH3:2].C([N:16]=[C:17]=[S:18])(=O)C1C=CC=CC=1.C(=O)([O-])[O-].[K+].[K+].S(=O)(=O)(O)O. The catalyst is C(Cl)(Cl)Cl. The product is [CH2:1]([O:3][CH:4]([CH3:7])[CH2:5][NH:6][C:17]([NH2:16])=[S:18])[CH3:2]. The yield is 0.590. (4) The reactants are Br[C:2]1[S:6][C:5]([NH:7][C:8](=[O:10])[CH3:9])=[N:4][CH:3]=1.[C:11]([O:15][C:16]([N:18]1[CH2:24][C:23]2[CH:25]=[CH:26][CH:27]=[CH:28][C:22]=2[O:21][CH2:20][CH2:19]1)=[O:17])([CH3:14])([CH3:13])[CH3:12].C([O-])([O-])=O.[K+].[K+]. The catalyst is COCCOC.O. The product is [C:8]([NH:7][C:5]1[S:6][C:2]([C:26]2[CH:27]=[CH:28][C:22]3[O:21][CH2:20][CH2:19][N:18]([C:16]([O:15][C:11]([CH3:13])([CH3:12])[CH3:14])=[O:17])[CH2:24][C:23]=3[CH:25]=2)=[CH:3][N:4]=1)(=[O:10])[CH3:9]. The yield is 0.570. (5) The reactants are [Cl:1][C:2]1[C:7]([O:8][CH3:9])=[CH:6][CH:5]=[CH:4][C:3]=1[C:10](=[CH:16]N(C)C)[C:11](OCC)=[O:12].[NH2:20][C:21]([NH2:23])=[O:22].[Na+].[I-].C[Si](Cl)(C)C.[OH-].[Na+]. The catalyst is C(#N)C. The product is [Cl:1][C:2]1[C:7]([O:8][CH3:9])=[CH:6][CH:5]=[CH:4][C:3]=1[C:10]1[C:11](=[O:12])[NH:20][C:21](=[O:22])[NH:23][CH:16]=1. The yield is 0.820.